This data is from Reaction yield outcomes from USPTO patents with 853,638 reactions. The task is: Predict the reaction yield, written as a fraction of the theoretical maximum amount of product (1.0 means a 100% yield; for example, 0.34 means a 34% yield). (1) The reactants are [CH2:1]([O:3][C:4](=[O:28])[CH2:5][O:6][C:7]1[CH:12]=[CH:11][C:10]([CH2:13][CH2:14][CH2:15][CH2:16][NH:17]C(OCC2C=CC=CC=2)=O)=[CH:9][CH:8]=1)[CH3:2].[H][H]. The catalyst is [Pd].CO. The product is [CH2:1]([O:3][C:4](=[O:28])[CH2:5][O:6][C:7]1[CH:12]=[CH:11][C:10]([CH2:13][CH2:14][CH2:15][CH2:16][NH2:17])=[CH:9][CH:8]=1)[CH3:2]. The yield is 0.880. (2) The reactants are Br[C:2]1[CH:3]=[C:4]([CH:9]=[CH:10][C:11]=1[CH2:12][NH:13][C@@H:14]([C:17]1[CH:22]=[CH:21][C:20]([C:23]([F:26])([F:25])[F:24])=[CH:19][CH:18]=1)[CH2:15][OH:16])[C:5]([O:7][CH3:8])=[O:6].C([O-])([O-])=O.[K+].[K+]. The catalyst is C(O)(C)C.[Cu]I. The product is [F:24][C:23]([F:26])([F:25])[C:20]1[CH:21]=[CH:22][C:17]([C@@H:14]2[NH:13][CH2:12][C:11]3[CH:10]=[CH:9][C:4]([C:5]([O:7][CH3:8])=[O:6])=[CH:3][C:2]=3[O:16][CH2:15]2)=[CH:18][CH:19]=1. The yield is 0.430. (3) The reactants are [N+:1]([C:4]1[CH:5]=[C:6]([CH:14]=[CH:15][CH:16]=1)[O:7][CH2:8][C:9](OCC)=[O:10])([O-:3])=[O:2].Cl.CN.[CH:20]([N:23](C(C)C)CC)(C)C. The catalyst is CO.O. The product is [CH3:20][NH:23][C:9](=[O:10])[CH2:8][O:7][C:6]1[CH:14]=[CH:15][CH:16]=[C:4]([N+:1]([O-:3])=[O:2])[CH:5]=1. The yield is 0.950.